Dataset: Peptide-MHC class I binding affinity with 185,985 pairs from IEDB/IMGT. Task: Regression. Given a peptide amino acid sequence and an MHC pseudo amino acid sequence, predict their binding affinity value. This is MHC class I binding data. (1) The peptide sequence is RIRQGLERA. The MHC is HLA-B57:01 with pseudo-sequence HLA-B57:01. The binding affinity (normalized) is 0. (2) The peptide sequence is ITLDILTEI. The MHC is HLA-A02:06 with pseudo-sequence HLA-A02:06. The binding affinity (normalized) is 0.798. (3) The peptide sequence is KQVQMMIMIK. The MHC is HLA-A31:01 with pseudo-sequence HLA-A31:01. The binding affinity (normalized) is 0.220. (4) The peptide sequence is LVSFLLLAGR. The MHC is HLA-A31:01 with pseudo-sequence HLA-A31:01. The binding affinity (normalized) is 0.794. (5) The peptide sequence is FQVDCFLWHV. The MHC is HLA-A02:06 with pseudo-sequence HLA-A02:06. The binding affinity (normalized) is 1.00. (6) The peptide sequence is NADTGHSIY. The MHC is HLA-B07:02 with pseudo-sequence HLA-B07:02. The binding affinity (normalized) is 0.0847. (7) The MHC is HLA-A68:02 with pseudo-sequence HLA-A68:02. The binding affinity (normalized) is 0.0847. The peptide sequence is QPAGGKAEF. (8) The peptide sequence is AYIDNYNKV. The MHC is Patr-A0101 with pseudo-sequence Patr-A0101. The binding affinity (normalized) is 0. (9) The peptide sequence is TTLLSLTFIR. The MHC is HLA-A31:01 with pseudo-sequence HLA-A31:01. The binding affinity (normalized) is 0. (10) The peptide sequence is ISIRPRVTK. The MHC is HLA-A02:02 with pseudo-sequence HLA-A02:02. The binding affinity (normalized) is 0.